This data is from Full USPTO retrosynthesis dataset with 1.9M reactions from patents (1976-2016). The task is: Predict the reactants needed to synthesize the given product. (1) Given the product [C:1]([N:5]1[C:9](=[O:10])[C:8]([NH:21][CH2:22][C:23]([O:25][CH3:26])=[O:24])=[C:7]([C:12]2[CH:17]=[CH:16][CH:15]=[CH:14][CH:13]=2)[S:6]1(=[O:19])=[O:18])([CH3:4])([CH3:3])[CH3:2], predict the reactants needed to synthesize it. The reactants are: [C:1]([N:5]1[C:9](=[O:10])[C:8](Cl)=[C:7]([C:12]2[CH:17]=[CH:16][CH:15]=[CH:14][CH:13]=2)[S:6]1(=[O:19])=[O:18])([CH3:4])([CH3:3])[CH3:2].Cl.[NH2:21][CH2:22][C:23]([O:25][CH3:26])=[O:24]. (2) The reactants are: [CH3:1][NH:2][C:3]([C:5]1[C:13]2[C:8](=[CH:9][CH:10]=[CH:11][CH:12]=2)[N:7]([CH3:14])[N:6]=1)=O.[H-].[H-].[H-].[H-].[Li+].[Al+3]. Given the product [CH3:14][N:7]1[C:8]2[C:13](=[CH:12][CH:11]=[CH:10][CH:9]=2)[C:5]([CH2:3][NH:2][CH3:1])=[N:6]1, predict the reactants needed to synthesize it. (3) Given the product [S:17]1[CH:12]2[CH:11]=[CH:10][CH:9]=[CH:14][CH:13]2[C:15]([CH:18]([OH:19])[CH2:5][NH:22][CH3:20])=[CH:16]1, predict the reactants needed to synthesize it. The reactants are: [OH-].[K+].O.[I-].[CH3:5][S+](C)C.[CH:9]1[CH:14]=[C:13]2[C:15]([CH:18]=[O:19])=[CH:16][S:17][C:12]2=[CH:11][CH:10]=1.[C:20](#[N:22])C.